From a dataset of Forward reaction prediction with 1.9M reactions from USPTO patents (1976-2016). Predict the product of the given reaction. (1) Given the reactants Cl[C:2]1[C:3]([NH2:9])=[N:4][CH:5]=[N:6][C:7]=1Cl.[NH2:10][CH2:11][CH:12]1[CH2:17][CH2:16][N:15]([C:18]([O:20]C(C)(C)C)=O)[CH2:14][CH2:13]1.[O:25]([C:32]1[CH:37]=[CH:36][C:35](B(O)O)=[CH:34][CH:33]=1)[C:26]1[CH:31]=[CH:30][CH:29]=[CH:28][CH:27]=1.[C:41](Cl)(=O)[CH:42]=C, predict the reaction product. The product is: [NH2:9][C:3]1[N:4]=[CH:5][N:6]=[C:7]([NH:10][CH2:11][CH:12]2[CH2:13][CH2:14][N:15]([C:18](=[O:20])[CH:41]=[CH2:42])[CH2:16][CH2:17]2)[C:2]=1[C:29]1[CH:30]=[CH:31][C:26]([O:25][C:32]2[CH:37]=[CH:36][CH:35]=[CH:34][CH:33]=2)=[CH:27][CH:28]=1. (2) Given the reactants C1CCN2C(=NCCC2)CC1.[CH2:12]([N:16]1[C:20]([C:21](SC)=[O:22])=[C:19]([CH:25]=O)[N:18]=[C:17]1[N:27]1[CH2:32][CH2:31][N:30]([C:33]([O:35][C:36]([CH3:39])([CH3:38])[CH3:37])=[O:34])[CH2:29][CH2:28]1)[C:13]#[C:14][CH3:15].[CH2:40]([O:47][C:48]([NH:50][CH:51](P(OC)(OC)=O)[C:52]([O:54][CH3:55])=[O:53])=[O:49])[C:41]1[CH:46]=[CH:45][CH:44]=[CH:43][CH:42]=1, predict the reaction product. The product is: [CH3:55][O:54][C:52]([C:51]1[N:50]([C:48]([O:47][CH2:40][C:41]2[CH:42]=[CH:43][CH:44]=[CH:45][CH:46]=2)=[O:49])[C:21](=[O:22])[C:20]2[N:16]([CH2:12][C:13]#[C:14][CH3:15])[C:17]([N:27]3[CH2:32][CH2:31][N:30]([C:33]([O:35][C:36]([CH3:39])([CH3:37])[CH3:38])=[O:34])[CH2:29][CH2:28]3)=[N:18][C:19]=2[CH:25]=1)=[O:53].